Dataset: Forward reaction prediction with 1.9M reactions from USPTO patents (1976-2016). Task: Predict the product of the given reaction. (1) Given the reactants [N+:1]([C:4]1[CH:12]=[CH:11][CH:10]=[C:6]([C:7]([OH:9])=[O:8])[C:5]=1[C:13]([OH:15])=[O:14])([O-:3])=[O:2].S(=O)(=O)(O)O.[CH2:21](O)[CH3:22], predict the reaction product. The product is: [C:13]([C:5]1[C:4]([N+:1]([O-:3])=[O:2])=[CH:12][CH:11]=[CH:10][C:6]=1[C:7]([O:9][CH2:21][CH3:22])=[O:8])([OH:15])=[O:14]. (2) Given the reactants I[C:2]1[C:10]2[C:5](=[N:6][CH:7]=[C:8]([C:11]3[CH:16]=[C:15]([O:17][CH3:18])[C:14]([O:19][CH3:20])=[C:13]([O:21][CH3:22])[CH:12]=3)[N:9]=2)[N:4]([Si:23]([CH:30]([CH3:32])[CH3:31])([CH:27]([CH3:29])[CH3:28])[CH:24]([CH3:26])[CH3:25])[CH:3]=1.C([Mg]Cl)(C)C.[Li+].[Cl-].[C:40]([O:44][C:45]([N:47]1[CH2:52][CH2:51][C:50]([CH:54]=[O:55])([CH3:53])[CH2:49][CH2:48]1)=[O:46])([CH3:43])([CH3:42])[CH3:41], predict the reaction product. The product is: [NH4+:4].[OH-:17].[C:40]([O:44][C:45]([N:47]1[CH2:52][CH2:51][C:50]([CH:54]([OH:55])[C:2]2[C:10]3[C:5](=[N:6][CH:7]=[C:8]([C:11]4[CH:16]=[C:15]([O:17][CH3:18])[C:14]([O:19][CH3:20])=[C:13]([O:21][CH3:22])[CH:12]=4)[N:9]=3)[N:4]([Si:23]([CH:30]([CH3:32])[CH3:31])([CH:27]([CH3:29])[CH3:28])[CH:24]([CH3:26])[CH3:25])[CH:3]=2)([CH3:53])[CH2:49][CH2:48]1)=[O:46])([CH3:43])([CH3:42])[CH3:41]. (3) Given the reactants [Cl:1][C:2]1[CH:18]=[CH:17][C:16]([S:19]([N:22]2[C:31]3[C:26](=[CH:27][CH:28]=[CH:29][CH:30]=3)[CH2:25][CH2:24][CH2:23]2)(=[O:21])=[O:20])=[CH:15][C:3]=1[NH:4][CH2:5][C:6]1[CH:11]=[CH:10][CH:9]=[CH:8][C:7]=1[N+:12]([O-])=O.[BH4-].[Na+].[C:34](=O)([O-])[OH:35].[Na+], predict the reaction product. The product is: [Cl:1][C:2]1[CH:18]=[CH:17][C:16]([S:19]([N:22]2[C:31]3[C:26](=[CH:27][CH:28]=[CH:29][CH:30]=3)[CH2:25][CH2:24][CH2:23]2)(=[O:21])=[O:20])=[CH:15][C:3]=1[N:4]1[CH2:5][C:6]2[C:7](=[CH:8][CH:9]=[CH:10][CH:11]=2)[NH:12][C:34]1=[O:35]. (4) Given the reactants [Cl-:1].[CH3:2][O:3]C[P+](C1C=CC=CC=1)(C1C=CC=CC=1)C1C=CC=CC=1.C[Si]([N-][Si](C)(C)C)(C)C.[K+].[C:34]1(C)C=CC=CC=1.[CH2:41]([C@@:44]1([CH3:71])[CH2:49][C@H:48]([C:50]2[CH:55]=[CH:54][CH:53]=[C:52](Cl)[CH:51]=2)[C@@H:47]([C:57]2[CH:62]=[CH:61][C:60]([Cl:63])=[CH:59][CH:58]=2)[N:46]([C@@H:64]([CH2:68][CH3:69])[C:65](=O)[CH3:66])[C:45]1=[O:70])[CH:42]=[CH2:43], predict the reaction product. The product is: [CH2:41]([C@@:44]1([CH3:71])[CH2:49][C@H:48]([C:50]2[CH:51]=[CH:52][CH:53]=[C:54]([Cl:1])[CH:55]=2)[C@@H:47]([C:57]2[CH:58]=[CH:59][C:60]([Cl:63])=[CH:61][CH:62]=2)[N:46]([C@@H:64]([CH2:68][CH3:69])[C:65]([CH3:34])=[CH:66][O:3][CH3:2])[C:45]1=[O:70])[CH:42]=[CH2:43].